This data is from Forward reaction prediction with 1.9M reactions from USPTO patents (1976-2016). The task is: Predict the product of the given reaction. (1) Given the reactants [NH2:1][CH2:2][CH2:3][N:4]1[CH2:9][CH2:8][N:7]([CH2:10][C@@H:11]([C:13]2[C:22]3[C:17](=[CH:18][CH:19]=[C:20]([O:23][CH3:24])[CH:21]=3)[N:16]=[CH:15][CH:14]=2)[OH:12])[CH2:6][CH2:5]1.Cl.CN(C)CCCN=C=NCC.[C:37]([OH:45])(=[O:44])[C:38]1[CH:43]=[CH:42][CH:41]=[CH:40][CH:39]=1.C(N(CC)CC)C.CN([CH:56]=[O:57])C, predict the reaction product. The product is: [C:56]([OH:57])(=[O:12])[C:37]([OH:45])=[O:44].[C:56]([OH:57])(=[O:12])[C:37]([OH:45])=[O:44].[OH:12][C@H:11]([C:13]1[C:22]2[C:17](=[CH:18][CH:19]=[C:20]([O:23][CH3:24])[CH:21]=2)[N:16]=[CH:15][CH:14]=1)[CH2:10][N:7]1[CH2:8][CH2:9][N:4]([CH2:3][CH2:2][NH:1][C:37](=[O:44])[C:38]2[CH:43]=[CH:42][CH:41]=[CH:40][CH:39]=2)[CH2:5][CH2:6]1. (2) Given the reactants [Cl:1][C:2]1[CH:10]=[CH:9][CH:8]=[C:7]2[C:3]=1[C:4]([C:15]([OH:17])=O)=[CH:5][N:6]2[CH2:11][CH2:12][O:13][CH3:14].CN(C(ON1N=NC2C=CC=NC1=2)=[N+](C)C)C.F[P-](F)(F)(F)(F)F.[F:42][C:43]1([F:51])[CH2:48][CH2:47][CH:46]([CH2:49][NH2:50])[CH2:45][CH2:44]1.CCN(C(C)C)C(C)C, predict the reaction product. The product is: [Cl:1][C:2]1[CH:10]=[CH:9][CH:8]=[C:7]2[C:3]=1[C:4]([C:15]([NH:50][CH2:49][CH:46]1[CH2:47][CH2:48][C:43]([F:51])([F:42])[CH2:44][CH2:45]1)=[O:17])=[CH:5][N:6]2[CH2:11][CH2:12][O:13][CH3:14]. (3) Given the reactants [N:1]1([CH2:6][CH:7]2[CH2:12][CH2:11][N:10]([C:13]3[CH:20]=[CH:19][C:16]([CH:17]=O)=[CH:15][CH:14]=3)[CH2:9][CH2:8]2)[CH2:5][CH2:4][CH2:3][CH2:2]1.Cl.[CH3:22][NH:23][CH3:24], predict the reaction product. The product is: [CH3:22][N:23]([CH3:24])[CH2:17][C:16]1[CH:19]=[CH:20][C:13]([N:10]2[CH2:11][CH2:12][CH:7]([CH2:6][N:1]3[CH2:5][CH2:4][CH2:3][CH2:2]3)[CH2:8][CH2:9]2)=[CH:14][CH:15]=1. (4) Given the reactants [OH-].[Na+].[CH:3]([O:6][C:7]([N:9]1[C:18]2[C:13](=[CH:14][C:15]([C:19]([F:22])([F:21])[F:20])=[CH:16][CH:17]=2)[C@@H:12]([N:23]([CH2:34][C:35]2[CH:40]=[C:39]([C:41]([F:44])([F:43])[F:42])[CH:38]=[C:37]([C:45]([F:48])([F:47])[F:46])[CH:36]=2)[C:24]2[N:25]=[N:26][N:27]([CH2:29][C:30]([O:32]C)=[O:31])[N:28]=2)[CH2:11][C@H:10]1[CH2:49][CH3:50])=[O:8])([CH3:5])[CH3:4].Cl, predict the reaction product. The product is: [CH:3]([O:6][C:7]([N:9]1[C:18]2[C:13](=[CH:14][C:15]([C:19]([F:22])([F:21])[F:20])=[CH:16][CH:17]=2)[C@@H:12]([N:23]([CH2:34][C:35]2[CH:40]=[C:39]([C:41]([F:42])([F:43])[F:44])[CH:38]=[C:37]([C:45]([F:46])([F:47])[F:48])[CH:36]=2)[C:24]2[N:25]=[N:26][N:27]([CH2:29][C:30]([OH:32])=[O:31])[N:28]=2)[CH2:11][C@H:10]1[CH2:49][CH3:50])=[O:8])([CH3:5])[CH3:4]. (5) Given the reactants [Cl:1][CH2:2][C:3]([C:5]1[S:9][C:8]2[CH:10]=[CH:11][CH:12]=[C:13]([F:14])[C:7]=2[CH:6]=1)=O.[NH:15]1[CH2:19][CH2:18][NH:17][C:16]1=[S:20].C(O)(=O)C, predict the reaction product. The product is: [ClH:1].[F:14][C:13]1[C:7]2[CH:6]=[C:5]([C:3]3[N:17]4[CH2:18][CH2:19][N:15]=[C:16]4[S:20][CH:2]=3)[S:9][C:8]=2[CH:10]=[CH:11][CH:12]=1. (6) The product is: [CH2:21]([O:20][CH2:19][CH2:18][CH2:17][O:8][C:5]1[CH:6]=[CH:7][C:2]([Br:1])=[C:3]([CH3:9])[CH:4]=1)[C:22]1[CH:27]=[CH:26][CH:25]=[CH:24][CH:23]=1. Given the reactants [Br:1][C:2]1[CH:7]=[CH:6][C:5]([OH:8])=[CH:4][C:3]=1[CH3:9].C(=O)([O-])[O-].[Cs+].[Cs+].Br[CH2:17][CH2:18][CH2:19][O:20][CH2:21][C:22]1[CH:27]=[CH:26][CH:25]=[CH:24][CH:23]=1.[I-].[Na+], predict the reaction product.